Predict the reactants needed to synthesize the given product. From a dataset of Full USPTO retrosynthesis dataset with 1.9M reactions from patents (1976-2016). (1) Given the product [NH2:1][C:2]1[C:7]([O:8][C:9]2[C:10]([CH:19]([CH3:20])[CH3:21])=[CH:11][C:12]([O:17][CH3:18])=[C:13]([CH:16]=2)[C:14]([NH2:15])=[O:25])=[CH:6][N:5]=[C:4]([NH:22][CH2:23][CH3:24])[N:3]=1, predict the reactants needed to synthesize it. The reactants are: [NH2:1][C:2]1[C:7]([O:8][C:9]2[C:10]([CH:19]([CH3:21])[CH3:20])=[CH:11][C:12]([O:17][CH3:18])=[C:13]([CH:16]=2)[C:14]#[N:15])=[CH:6][N:5]=[C:4]([NH:22][CH2:23][CH3:24])[N:3]=1.[OH-:25].[Na+].Cl. (2) Given the product [Cl:13][C:5]1[C:4]2[C:9](=[CH:10][CH:11]=[C:2]([NH:23][CH2:22][C:21]3[CH:24]=[CH:25][CH:26]=[CH:27][C:20]=3[N:14]3[CH2:19][CH2:18][CH2:17][CH2:16][CH2:15]3)[CH:3]=2)[C:8](=[O:12])[NH:7][N:6]=1, predict the reactants needed to synthesize it. The reactants are: Br[C:2]1[CH:3]=[C:4]2[C:9](=[CH:10][CH:11]=1)[C:8](=[O:12])[NH:7][N:6]=[C:5]2[Cl:13].[N:14]1([C:20]2[CH:27]=[CH:26][CH:25]=[CH:24][C:21]=2[CH2:22][NH2:23])[CH2:19][CH2:18][CH2:17][CH2:16][CH2:15]1.C1C=CC(P(C2C(C3C(P(C4C=CC=CC=4)C4C=CC=CC=4)=CC=C4C=3C=CC=C4)=C3C(C=CC=C3)=CC=2)C2C=CC=CC=2)=CC=1.CC([O-])(C)C.[Na+]. (3) Given the product [NH:1]1[C:5]2[CH:6]=[CH:7][CH:8]=[CH:9][C:4]=2[N:3]=[C:2]1[C:10]1[CH:11]=[C:12]([NH:17][C:18]([C:19]2[CH:24]=[CH:23][C:22]([NH:28][CH2:29][CH:30]3[CH2:35][CH2:34][N:33]([C:36]([O:38][C:39]([CH3:42])([CH3:41])[CH3:40])=[O:37])[CH2:32][CH2:31]3)=[N:21][C:20]=2[CH3:26])=[O:27])[CH:13]=[CH:14][C:15]=1[Cl:16], predict the reactants needed to synthesize it. The reactants are: [NH:1]1[C:5]2[CH:6]=[CH:7][CH:8]=[CH:9][C:4]=2[N:3]=[C:2]1[C:10]1[CH:11]=[C:12]([NH:17][C:18](=[O:27])[C:19]2[CH:24]=[CH:23][C:22](Br)=[N:21][C:20]=2[CH3:26])[CH:13]=[CH:14][C:15]=1[Cl:16].[NH2:28][CH2:29][CH:30]1[CH2:35][CH2:34][N:33]([C:36]([O:38][C:39]([CH3:42])([CH3:41])[CH3:40])=[O:37])[CH2:32][CH2:31]1.C([O-])([O-])=O.[K+].[K+]. (4) Given the product [CH3:1][O:2][C:3](=[O:12])[C:4]1[CH:5]=[C:6]([O:11][C:17](=[S:18])[N:16]([CH3:20])[CH3:15])[CH:7]=[C:8]([O:10][C:17](=[S:18])[N:16]([CH3:20])[CH3:15])[CH:9]=1, predict the reactants needed to synthesize it. The reactants are: [CH3:1][O:2][C:3](=[O:12])[C:4]1[CH:9]=[C:8]([OH:10])[CH:7]=[C:6]([OH:11])[CH:5]=1.[H-].[Na+].[CH3:15][N:16]([CH3:20])[C:17](Cl)=[S:18].[OH-].[K+]. (5) Given the product [N:1]1[CH:6]=[CH:5][CH:4]=[CH:3][C:2]=1[C:7]([NH:9][C:10]1[C:11]([C:21]([NH:23][CH2:24][CH2:25][CH2:26][C:27]([O:29][CH2:30][CH3:31])=[O:28])=[O:22])=[N:12][NH:13][CH:14]=1)=[O:8], predict the reactants needed to synthesize it. The reactants are: [N:1]1[CH:6]=[CH:5][CH:4]=[CH:3][C:2]=1[C:7]([NH:9][C:10]1[C:11]([C:21]([NH:23][CH2:24][CH2:25][CH2:26][C:27]([O:29][CH2:30][CH3:31])=[O:28])=[O:22])=[N:12][N:13](C2CCCCO2)[CH:14]=1)=[O:8].O.C1(C)C=CC(S(O)(=O)=O)=CC=1.C(=O)([O-])O.[Na+]. (6) Given the product [ClH:37].[C:1]([NH:4][C:5]1[S:6][CH:7]=[C:8]([CH2:10][CH2:11][C:12]2[CH:30]=[CH:29][C:15]([CH2:16][NH:17][C:18]([NH:20][NH2:21])=[O:19])=[CH:14][CH:13]=2)[N:9]=1)(=[O:3])[CH3:2], predict the reactants needed to synthesize it. The reactants are: [C:1]([NH:4][C:5]1[S:6][CH:7]=[C:8]([CH2:10][CH2:11][C:12]2[CH:30]=[CH:29][C:15]([CH2:16][NH:17][C:18]([NH:20][NH:21]C(OC(C)(C)C)=O)=[O:19])=[CH:14][CH:13]=2)[N:9]=1)(=[O:3])[CH3:2].O1CCOCC1.[ClH:37].